The task is: Predict the product of the given reaction.. This data is from Forward reaction prediction with 1.9M reactions from USPTO patents (1976-2016). Given the reactants [Br:1][C:2]1[CH:3]=[C:4]2[C:9](=[CH:10][CH:11]=1)[NH:8][C:7](=[O:12])[CH2:6][CH2:5]2.[CH3:13][C:14]([O-])(C)[CH3:15].[K+].C(Br)(C)C, predict the reaction product. The product is: [Br:1][C:2]1[CH:3]=[C:4]2[C:9](=[CH:10][CH:11]=1)[N:8]([CH:14]([CH3:15])[CH3:13])[C:7](=[O:12])[CH2:6][CH2:5]2.